This data is from Forward reaction prediction with 1.9M reactions from USPTO patents (1976-2016). The task is: Predict the product of the given reaction. (1) Given the reactants [H-].[H-].[H-].[H-].[Li+].[Al+3].[Cl:7][C:8]1[CH:13]=[CH:12][C:11]([C:14]2[CH:18]=[C:17]([F:19])[S:16][C:15]=2[CH2:20][O:21][C:22]2[C:27]([F:28])=[CH:26][C:25]([CH2:29][CH2:30][C:31](OCC)=[O:32])=[CH:24][C:23]=2[F:36])=[CH:10][CH:9]=1, predict the reaction product. The product is: [Cl:7][C:8]1[CH:9]=[CH:10][C:11]([C:14]2[CH:18]=[C:17]([F:19])[S:16][C:15]=2[CH2:20][O:21][C:22]2[C:27]([F:28])=[CH:26][C:25]([CH2:29][CH2:30][CH2:31][OH:32])=[CH:24][C:23]=2[F:36])=[CH:12][CH:13]=1. (2) Given the reactants [H-].[Na+].[O:3]=[C:4]([CH3:13])[CH2:5][C:6]([O:8][C:9]([CH3:12])([CH3:11])[CH3:10])=[O:7].Br[CH2:15][C:16]([C:18]1[C:23]([O:24][C:25]2[CH:30]=[CH:29][CH:28]=[CH:27][CH:26]=2)=[CH:22][CH:21]=[CH:20][C:19]=1[N+:31]([O-:33])=[O:32])=[O:17], predict the reaction product. The product is: [C:4]([CH:5]([CH2:15][C:16]([C:18]1[C:23]([O:24][C:25]2[CH:30]=[CH:29][CH:28]=[CH:27][CH:26]=2)=[CH:22][CH:21]=[CH:20][C:19]=1[N+:31]([O-:33])=[O:32])=[O:17])[C:6]([O:8][C:9]([CH3:12])([CH3:11])[CH3:10])=[O:7])(=[O:3])[CH3:13]. (3) Given the reactants [C:1]([O:5][C:6]([NH:8][CH:9]([C:13]1[CH:18]=[CH:17][CH:16]=[CH:15][C:14]=1[O:19][CH3:20])[C:10]([OH:12])=O)=[O:7])([CH3:4])([CH3:3])[CH3:2].[CH3:21][O:22][C:23]1[CH:24]=[C:25]([NH:31][CH2:32][CH2:33][C:34]2[CH:39]=[CH:38][C:37]([C:40]([F:43])([F:42])[F:41])=[CH:36][CH:35]=2)[CH:26]=[CH:27][C:28]=1[O:29][CH3:30].CN(C(ON1N=NC2C=CC=NC1=2)=[N+](C)C)C.F[P-](F)(F)(F)(F)F.CCN(CC)CC, predict the reaction product. The product is: [C:1]([O:5][C:6](=[O:7])[NH:8][CH:9]([C:10](=[O:12])[N:31]([C:25]1[CH:26]=[CH:27][C:28]([O:29][CH3:30])=[C:23]([O:22][CH3:21])[CH:24]=1)[CH2:32][CH2:33][C:34]1[CH:35]=[CH:36][C:37]([C:40]([F:41])([F:42])[F:43])=[CH:38][CH:39]=1)[C:13]1[CH:18]=[CH:17][CH:16]=[CH:15][C:14]=1[O:19][CH3:20])([CH3:2])([CH3:3])[CH3:4]. (4) Given the reactants C[O:2][C:3]([C:5]1[C:13]2[C:8](=[CH:9][C:10]([C:14]3[CH:19]=[CH:18][C:17]([O:20][CH2:21][C:22]4[C:23]([C:30]5[C:35]([Cl:36])=[CH:34][CH:33]=[CH:32][C:31]=5[Cl:37])=[N:24][O:25][C:26]=4[CH:27]([CH3:29])[CH3:28])=[CH:16][C:15]=3[CH3:38])=[CH:11][CH:12]=2)[NH:7][CH:6]=1)=[O:4].[OH-].[Na+].CO.C1COCC1, predict the reaction product. The product is: [Cl:36][C:35]1[CH:34]=[CH:33][CH:32]=[C:31]([Cl:37])[C:30]=1[C:23]1[C:22]([CH2:21][O:20][C:17]2[CH:18]=[CH:19][C:14]([C:10]3[CH:9]=[C:8]4[C:13]([C:5]([C:3]([OH:4])=[O:2])=[CH:6][NH:7]4)=[CH:12][CH:11]=3)=[C:15]([CH3:38])[CH:16]=2)=[C:26]([CH:27]([CH3:29])[CH3:28])[O:25][N:24]=1.